Dataset: Forward reaction prediction with 1.9M reactions from USPTO patents (1976-2016). Task: Predict the product of the given reaction. Given the reactants [NH2:1][C:2]1[N:7]2[N:8]=[CH:9][N:10]=[C:6]2[N:5]=[C:4]([CH3:11])[C:3]=1[C:12]#[C:13][CH:14]([CH:16]1[CH2:21][CH2:20][CH:19]([C:22]([O:24]C)=[O:23])[CH2:18][CH2:17]1)[OH:15].CO.[OH-].[Na+].Cl, predict the reaction product. The product is: [NH2:1][C:2]1[N:7]2[N:8]=[CH:9][N:10]=[C:6]2[N:5]=[C:4]([CH3:11])[C:3]=1[C:12]#[C:13][CH:14]([CH:16]1[CH2:21][CH2:20][CH:19]([C:22]([OH:24])=[O:23])[CH2:18][CH2:17]1)[OH:15].